Task: Predict which catalyst facilitates the given reaction.. Dataset: Catalyst prediction with 721,799 reactions and 888 catalyst types from USPTO Reactant: [NH2:1][C:2]1[CH:3]=[C:4]([CH2:14]O)[CH:5]=[C:6]([C:8]2[N:12]([CH3:13])[N:11]=[N:10][N:9]=2)[CH:7]=1. Product: [CH3:14][C:4]1[CH:3]=[C:2]([NH2:1])[CH:7]=[C:6]([C:8]2[N:12]([CH3:13])[N:11]=[N:10][N:9]=2)[CH:5]=1. The catalyst class is: 750.